The task is: Predict the product of the given reaction.. This data is from Forward reaction prediction with 1.9M reactions from USPTO patents (1976-2016). (1) Given the reactants [CH:1]1([C:5]2[C:14](I)=[CH:13][C:8]([C:9]([O:11][CH3:12])=[O:10])=[C:7]([CH2:16][CH3:17])[CH:6]=2)[CH2:4][CH2:3][CH2:2]1.[CH3:18][N:19](C)C=O, predict the reaction product. The product is: [C:18]([C:14]1[C:5]([CH:1]2[CH2:4][CH2:3][CH2:2]2)=[CH:6][C:7]([CH2:16][CH3:17])=[C:8]([CH:13]=1)[C:9]([O:11][CH3:12])=[O:10])#[N:19]. (2) Given the reactants [N:1]([CH:4]([C:6]1[N:7]=[CH:8][C:9]([NH:12][C:13]2[CH:18]=[CH:17][C:16]([C:19]([F:22])([F:21])[F:20])=[CH:15][CH:14]=2)=[N:10][CH:11]=1)[CH3:5])=[N+]=[N-].C1(P(C2C=CC=CC=2)C2C=CC=CC=2)C=CC=CC=1, predict the reaction product. The product is: [NH2:1][CH:4]([C:6]1[N:7]=[CH:8][C:9]([NH:12][C:13]2[CH:14]=[CH:15][C:16]([C:19]([F:21])([F:22])[F:20])=[CH:17][CH:18]=2)=[N:10][CH:11]=1)[CH3:5]. (3) Given the reactants [OH:1][C:2]1[C:3]([CH3:8])=[N:4][CH:5]=[CH:6][CH:7]=1.C(O[K])(C)(C)C.[CH2:15]([O:17][C:18]([C:20]1[S:21][C:22](S(C)(=O)=O)=[C:23]2[C:31]3[N:30]([CH3:32])[N:29]=[CH:28][C:27]=3[CH2:26][CH2:25][C:24]=12)=[O:19])[CH3:16], predict the reaction product. The product is: [CH2:15]([O:17][C:18]([C:20]1[S:21][C:22]([O:1][C:2]2[C:3]([CH3:8])=[N:4][CH:5]=[CH:6][CH:7]=2)=[C:23]2[C:31]3[N:30]([CH3:32])[N:29]=[CH:28][C:27]=3[CH2:26][CH2:25][C:24]=12)=[O:19])[CH3:16]. (4) Given the reactants [Cl:1][C:2]1[CH:7]=[CH:6][C:5]([CH2:8][C:9](Cl)=[O:10])=[CH:4][CH:3]=1.[CH3:12][O:13][C:14]1[O:18][C:17](=[O:19])[N:16]([C:20]2[CH:25]=[CH:24][C:23]([NH2:26])=[CH:22][CH:21]=2)[N:15]=1.C(Cl)Cl, predict the reaction product. The product is: [CH3:12][O:13][C:14]1[O:18][C:17](=[O:19])[N:16]([C:20]2[CH:25]=[CH:24][C:23]([NH:26][C:9](=[O:10])[CH2:8][C:5]3[CH:6]=[CH:7][C:2]([Cl:1])=[CH:3][CH:4]=3)=[CH:22][CH:21]=2)[N:15]=1.